This data is from Experimentally validated miRNA-target interactions with 360,000+ pairs, plus equal number of negative samples. The task is: Binary Classification. Given a miRNA mature sequence and a target amino acid sequence, predict their likelihood of interaction. (1) The miRNA is hsa-miR-624-3p with sequence CACAAGGUAUUGGUAUUACCU. The protein sequence of the target gene is MGPGARLAALLAVLALGTGDPERAAARGDTFSALTSVARALAPERRLLGLLRRYLRGEEARLRDLTRFYDKVLSLHEDSTTPVANPLLAFTLIKRLQSDWRNVVHSLEASENIRALKDGYEKVEQDLPAFEDLEGAARALMRLQDVYMLNVKGLARGVFQRVTGSAITDLYSPKRLFSLTGDDCFQVGKVAYDMGDYYHAIPWLEEAVSLFRGSYGEWKTEDEASLEDALDHLAFAYFRAGNVSCALSLSREFLLYSPDNKRMARNVLKYERLLAESPNHVVAEAVIQRPNIPHLQTRDT.... Result: 0 (no interaction). (2) The miRNA is hsa-miR-4528 with sequence UCAUUAUAUGUAUGAUCUGGAC. The protein sequence of the target gene is MGDRRPQDRPRSQGMDSKPWYCDKPPSKYFAKRKHRRLRFPPVDTQNWVFVTEGMDDFRYACQSPEDTLVCRRDEFLLPKISLRGPQADRKSRKKKLLKKAALFSELSPVQPARKAFVEEVEAQLMTKHPLAMYPNLGKDMPPDLLLQVLKQLDPERKLEDAWARCEAREKTTEVPTESGKYPCGESCPRPPETPVSRLRPQLPKTPVSSRRPEPPKTRVSSLRPEPPKTRVSSLHPEPPETRASHLRVDPPETGVSHLCPEPPKTLVSSVHPEPPDTGASHLCPEPPETRVSHLHPEPP.... Result: 0 (no interaction). (3) The miRNA is cel-miR-234-3p with sequence UUAUUGCUCGAGAAUACCCUU. The protein sequence of the target gene is MAHVLQKPKHSGTHSIVQEFQVPDYVPWQQSKQETKPSTLPPVQQANSLHTSKMKTLTRVQPVFHFKPTTVVTSCQPKNPRELHRRRKLDPGKMHAKIWLMKTSLRSGRAALRELRSRENFLSKLNRELIETIQEMENSTTLHVRALLQQQDTLATIIDILEYSNKKRLQQLKSELQEWEEKKKCKMSYLEQQAEQLNAKIEKTQEEVNFLSTYMDHEYSIKSVQISTLMRQLQQVKDSQQDELDDLGEMRRKVLESLSDKIQKKKKKILSSVVAETQRPYEEALLQKMWESQDFLKCMQ.... Result: 0 (no interaction).